Dataset: Tyrosyl-DNA phosphodiesterase HTS with 341,365 compounds. Task: Binary Classification. Given a drug SMILES string, predict its activity (active/inactive) in a high-throughput screening assay against a specified biological target. The molecule is O=C(c1cc2c(cc1)cccc2)/C=C/NCC(=O)c1ccccc1. The result is 0 (inactive).